From a dataset of Experimentally validated miRNA-target interactions with 360,000+ pairs, plus equal number of negative samples. Binary Classification. Given a miRNA mature sequence and a target amino acid sequence, predict their likelihood of interaction. The miRNA is hsa-miR-26b-5p with sequence UUCAAGUAAUUCAGGAUAGGU. The protein sequence of the target gene is MRLSVCLLLLTLALCCYRANAVVCQALGSEITGFLLAGKPVFKFQLAKFKAPLEAVAAKMEVKKCVDTMAYEKRVLITKTLGKIAEKCDR. Result: 1 (interaction).